Task: Predict the reaction yield, written as a fraction of the theoretical maximum amount of product (1.0 means a 100% yield; for example, 0.34 means a 34% yield).. Dataset: Reaction yield outcomes from USPTO patents with 853,638 reactions (1) The reactants are [Cl:1][C:2]1[C:7]([O:8][CH3:9])=[CH:6][CH:5]=[C:4]([Cl:10])[C:3]=1[NH:11][C:12](=O)[C:13]1[CH:18]=[C:17]([C:19]2[CH:24]=[CH:23][CH:22]=[C:21]([F:25])[CH:20]=2)[CH:16]=[CH:15][C:14]=1[F:26]. The catalyst is C1COCC1. The product is [Cl:1][C:2]1[C:7]([O:8][CH3:9])=[CH:6][CH:5]=[C:4]([Cl:10])[C:3]=1[NH:11][CH2:12][C:13]1[CH:18]=[C:17]([C:19]2[CH:24]=[CH:23][CH:22]=[C:21]([F:25])[CH:20]=2)[CH:16]=[CH:15][C:14]=1[F:26]. The yield is 0.770. (2) The reactants are I[CH:2]1[CH2:7][CH2:6][N:5]([C:8]([O:10][C:11]([CH3:14])([CH3:13])[CH3:12])=[O:9])[CH2:4][CH2:3]1.Br[C:16]1[CH:23]=[CH:22][C:19]([C:20]#[N:21])=[CH:18][N:17]=1.CCN(C(C)C)C(C)C. The catalyst is C1COCC1.[Zn].C1C=CC(P(C2C=CC=CC=2)[C-]2C=CC=C2)=CC=1.C1C=CC(P(C2C=CC=CC=2)[C-]2C=CC=C2)=CC=1.[Fe+2].[Cu](I)I. The product is [C:20]([C:19]1[CH:22]=[CH:23][C:16]([CH:2]2[CH2:7][CH2:6][N:5]([C:8]([O:10][C:11]([CH3:14])([CH3:13])[CH3:12])=[O:9])[CH2:4][CH2:3]2)=[N:17][CH:18]=1)#[N:21]. The yield is 0.960. (3) No catalyst specified. The yield is 0.800. The reactants are [NH2:1][C:2]1[N:7]=[C:6]([N:8]2[CH2:13][CH2:12][N:11](C(OC(C)(C)C)=O)[CH2:10][CH2:9]2)[C:5]([NH2:21])=[C:4]([SH:22])[N:3]=1.[C:23]1([CH3:32])[CH:28]=[CH:27][C:26]([C:29](Cl)=O)=[CH:25][CH:24]=1. The product is [N:8]1([C:6]2[C:5]3[N:21]=[C:32]([C:23]4[CH:28]=[CH:27][C:26]([CH3:29])=[CH:25][CH:24]=4)[S:22][C:4]=3[N:3]=[C:2]([NH2:1])[N:7]=2)[CH2:9][CH2:10][NH:11][CH2:12][CH2:13]1. (4) The reactants are C(=O)([O-])[O-].[K+].[K+].[CH2:7]([N:10]=[C:11]=[O:12])[CH2:8][CH3:9].[CH3:13][C:14]1[NH:18][N:17]=[C:16]([O:19][C:20]2[CH:25]=[CH:24][C:23]([N+:26]([O-:28])=[O:27])=[CH:22][C:21]=2[C:29]([F:32])([F:31])[F:30])[CH:15]=1.Cl. The catalyst is C(OCC)(=O)C. The product is [CH2:7]([NH:10][C:11]([N:18]1[C:14]([CH3:13])=[CH:15][C:16]([O:19][C:20]2[CH:25]=[CH:24][C:23]([N+:26]([O-:28])=[O:27])=[CH:22][C:21]=2[C:29]([F:30])([F:31])[F:32])=[N:17]1)=[O:12])[CH2:8][CH3:9]. The yield is 0.725. (5) The reactants are O=[C:2]1[C:11]2[C:10]([C:12]([O:14]C)=O)=[CH:9][CH:8]=[CH:7][C:6]=2[NH:5][CH:4]([C:16]2[CH:21]=[CH:20][CH:19]=[CH:18][N:17]=2)[CH:3]1[C:22]1[CH:27]=[CH:26][CH:25]=[CH:24][CH:23]=1.O.[NH2:29][NH2:30]. No catalyst specified. The product is [C:22]1([CH:3]2[C:2]3=[N:29][NH:30][C:12](=[O:14])[C:10]4[CH:9]=[CH:8][CH:7]=[C:6]([C:11]=43)[NH:5][CH:4]2[C:16]2[CH:21]=[CH:20][CH:19]=[CH:18][N:17]=2)[CH:23]=[CH:24][CH:25]=[CH:26][CH:27]=1. The yield is 0.370.